From a dataset of Reaction yield outcomes from USPTO patents with 853,638 reactions. Predict the reaction yield, written as a fraction of the theoretical maximum amount of product (1.0 means a 100% yield; for example, 0.34 means a 34% yield). (1) The reactants are [C:1]([O:5][C:6]([N:8]1[CH2:12][CH2:11][CH2:10][CH:9]1[CH2:13][O:14][C:15]1[CH:20]=[CH:19][C:18]([OH:21])=[CH:17][CH:16]=1)=[O:7])([CH3:4])([CH3:3])[CH3:2].C([O-])([O-])=O.[Cs+].[Cs+].Cl[C:29]1[O:30][C:31]2[CH:37]=[CH:36][CH:35]=[CH:34][C:32]=2[N:33]=1. The catalyst is CC(C)=O. The product is [C:1]([O:5][C:6]([N:8]1[CH2:12][CH2:11][CH2:10][C@@H:9]1[CH2:13][O:14][C:15]1[CH:20]=[CH:19][C:18]([O:21][C:29]2[O:30][C:31]3[CH:37]=[CH:36][CH:35]=[CH:34][C:32]=3[N:33]=2)=[CH:17][CH:16]=1)=[O:7])([CH3:4])([CH3:2])[CH3:3]. The yield is 0.750. (2) The reactants are [CH2:1]([O:8][C:9]1[C:14]([N+:15]([O-:17])=[O:16])=[C:13](Cl)[CH:12]=[CH:11][N:10]=1)[C:2]1[CH:7]=[CH:6][CH:5]=[CH:4][CH:3]=1.[Cl:19][C:20]1[CH:25]=[C:24]([O:26][CH3:27])[C:23]([CH3:28])=[CH:22][C:21]=1B(O)O. No catalyst specified. The product is [CH2:1]([O:8][C:9]1[C:14]([N+:15]([O-:17])=[O:16])=[C:13]([C:21]2[CH:22]=[C:23]([CH3:28])[C:24]([O:26][CH3:27])=[CH:25][C:20]=2[Cl:19])[CH:12]=[CH:11][N:10]=1)[C:2]1[CH:7]=[CH:6][CH:5]=[CH:4][CH:3]=1. The yield is 0.390. (3) The reactants are C([O-])([O-])=O.[K+].[K+].[CH3:7][O:8][C:9]1[CH:14]=[C:13]([CH2:15][CH3:16])[CH:12]=[CH:11][C:10]=1[OH:17].F[C:19]1[CH:24]=[CH:23][C:22]([N+:25]([O-:27])=[O:26])=[CH:21][C:20]=1[C:28]([F:31])([F:30])[F:29]. The catalyst is C(#N)C. The product is [CH2:15]([C:13]1[CH:12]=[CH:11][C:10]([O:17][C:19]2[CH:24]=[CH:23][C:22]([N+:25]([O-:27])=[O:26])=[CH:21][C:20]=2[C:28]([F:29])([F:30])[F:31])=[C:9]([O:8][CH3:7])[CH:14]=1)[CH3:16]. The yield is 0.950. (4) The reactants are [CH3:1][O:2][C:3]1[CH:8]=[C:7]([CH2:9][N:10]2[CH2:14][CH2:13][CH2:12][CH2:11]2)[CH:6]=[C:5]([Cl:15])[C:4]=1[OH:16].CC(C)([O-])C.[K+].CS(O[C@H:28]1[CH2:31][C@@H:30]([CH2:32][N:33]2[CH2:38][CH2:37][O:36][CH2:35][CH2:34]2)[CH2:29]1)(=O)=O. The catalyst is CS(C)=O.[Br-].C([N+](CCCC)(CCCC)CCCC)CCC.CCOCC. The product is [ClH:15].[ClH:15].[CH3:1][O:2][C:3]1[CH:8]=[C:7]([CH2:9][N:10]2[CH2:11][CH2:12][CH2:13][CH2:14]2)[CH:6]=[C:5]([Cl:15])[C:4]=1[O:16][C@H:28]1[CH2:29][C@H:30]([CH2:32][N:33]2[CH2:34][CH2:35][O:36][CH2:37][CH2:38]2)[CH2:31]1. The yield is 0.480. (5) The reactants are [O:1]=[C:2]1[NH:7][C:6]2[CH:8]=[C:9]([CH2:12][N:13]3[CH2:18][CH2:17][N:16]([C:19]4[CH:27]=[CH:26][C:22]([C:23](O)=[O:24])=[CH:21][CH:20]=4)[CH2:15][CH2:14]3)[CH:10]=[N:11][C:5]=2[N:4]2[CH2:28][CH2:29][CH2:30][C@@H:3]12.[CH3:31][CH:32]([NH2:34])[CH3:33].CCN(C(C)C)C(C)C.CN(C(ON1N=NC2C=CC=NC1=2)=[N+](C)C)C.F[P-](F)(F)(F)(F)F. The catalyst is CN(C=O)C. The product is [CH:32]([NH:34][C:23](=[O:24])[C:22]1[CH:21]=[CH:20][C:19]([N:16]2[CH2:17][CH2:18][N:13]([CH2:12][C:9]3[CH:10]=[N:11][C:5]4[N:4]5[CH2:28][CH2:29][CH2:30][C@H:3]5[C:2](=[O:1])[NH:7][C:6]=4[CH:8]=3)[CH2:14][CH2:15]2)=[CH:27][CH:26]=1)([CH3:33])[CH3:31]. The yield is 0.413.